This data is from Reaction yield outcomes from USPTO patents with 853,638 reactions. The task is: Predict the reaction yield, written as a fraction of the theoretical maximum amount of product (1.0 means a 100% yield; for example, 0.34 means a 34% yield). (1) The reactants are Cl.[NH:2]1[CH2:5][CH:4]([C:6]2[C:11]([O:12][C:13]3[CH:18]=[CH:17][CH:16]=[CH:15][C:14]=3[O:19][CH3:20])=[N:10][CH:9]=[CH:8][N:7]=2)[CH2:3]1.CN(C(ON1N=NC2C=CC=NC1=2)=[N+](C)C)C.F[P-](F)(F)(F)(F)F.[NH:45]1[C:49]2[CH:50]=[CH:51][CH:52]=[CH:53][C:48]=2[N:47]=[C:46]1[C:54](O)=[O:55].C([O-])([O-])=O.[Na+].[Na+]. The catalyst is C(Cl)Cl.O.CC#N. The product is [NH:45]1[C:49]2[CH:50]=[CH:51][CH:52]=[CH:53][C:48]=2[N:47]=[C:46]1[C:54]([N:2]1[CH2:3][CH:4]([C:6]2[C:11]([O:12][C:13]3[CH:18]=[CH:17][CH:16]=[CH:15][C:14]=3[O:19][CH3:20])=[N:10][CH:9]=[CH:8][N:7]=2)[CH2:5]1)=[O:55]. The yield is 0.270. (2) The reactants are [Cl:1][C:2]1[CH:7]=[CH:6][CH:5]=[C:4]([Cl:8])[C:3]=1[C:9]1[N:10](O)[C:11]2[C:17]3[CH:18]=[CH:19][N:20]=[CH:21][C:16]=3[NH:15][C:14]3[N:22]=[CH:23][CH:24]=[CH:25][C:13]=3[C:12]=2[N:26]=1.P(OCC)(OCC)OCC. The catalyst is CN(C)C=O. The product is [ClH:1].[ClH:1].[Cl:8][C:4]1[CH:5]=[CH:6][CH:7]=[C:2]([Cl:1])[C:3]=1[C:9]1[NH:10][C:11]2[C:17]3[CH:18]=[CH:19][N:20]=[CH:21][C:16]=3[NH:15][C:14]3[N:22]=[CH:23][CH:24]=[CH:25][C:13]=3[C:12]=2[N:26]=1. The yield is 0.850. (3) The reactants are Cl[C:2]1[N:7]=[C:6]([N:8]2[CH2:13][CH2:12][O:11][CH2:10][C@@H:9]2[CH3:14])[N:5]=[C:4]([N:15]2[CH2:20][CH2:19][O:18][CH2:17][CH2:16]2)[N:3]=1.C(=O)([O-])[O-].[Na+].[Na+].[NH2:27][C:28]1[CH:33]=[CH:32][C:31](B2OC(C)(C)C(C)(C)O2)=[CH:30][CH:29]=1. The catalyst is COCCOC.C1(P(C2C=CC=CC=2)C2C=CC=CC=2)C=CC=CC=1.[Pd].[Pd].[Pd].[Pd]. The product is [CH3:14][C@H:9]1[CH2:10][O:11][CH2:12][CH2:13][N:8]1[C:6]1[N:5]=[C:4]([N:15]2[CH2:20][CH2:19][O:18][CH2:17][CH2:16]2)[N:3]=[C:2]([C:31]2[CH:32]=[CH:33][C:28]([NH2:27])=[CH:29][CH:30]=2)[N:7]=1. The yield is 0.710. (4) The reactants are [O:1]=[C:2]1[CH2:7][CH2:6][CH2:5][CH:4]([C:8]([OH:10])=[O:9])[CH2:3]1.C([Mg]Br)[C:12]1[CH:17]=[CH:16][C:15]([O:18][CH3:19])=[CH:14][CH:13]=1. The catalyst is O1CCCC1. The product is [OH:1][C:2]1([C:12]2[CH:17]=[CH:16][C:15]([O:18][CH3:19])=[CH:14][CH:13]=2)[CH2:7][CH2:6][CH2:5][CH:4]([C:8]([OH:10])=[O:9])[CH2:3]1. The yield is 1.00. (5) The reactants are [Cl:1][C:2]1[CH:3]=[CH:4][C:5]2[O:9][C:8]([CH:10](Cl)[CH2:11][CH:12]([CH3:14])[CH3:13])=[C:7]([CH3:16])[C:6]=2[CH:17]=1.[NH2:18][C:19]1[CH:28]=[CH:27][C:22]([C:23]([O:25]C)=[O:24])=[CH:21][CH:20]=1.[I-].[Na+].C(=O)([O-])[O-].[Na+].[Na+].Cl.[OH-].[Na+]. The catalyst is C(O)C.O1CCCC1.CN(C)C=O. The product is [Cl:1][C:2]1[CH:3]=[CH:4][C:5]2[O:9][C:8]([CH:10]([NH:18][C:19]3[CH:28]=[CH:27][C:22]([C:23]([OH:25])=[O:24])=[CH:21][CH:20]=3)[CH2:11][CH:12]([CH3:14])[CH3:13])=[C:7]([CH3:16])[C:6]=2[CH:17]=1. The yield is 0.430. (6) The reactants are C1CCC(N=C=NC2CCCCC2)CC1.[OH:16][N:17]1[C:22](=[O:23])[CH2:21][CH2:20][C:18]1=[O:19].[C:24]([O:28][C:29]([NH:31][CH2:32][C:33](O)=[O:34])=[O:30])([CH3:27])([CH3:26])[CH3:25]. The catalyst is CN(C=O)C. The product is [C:24]([O:28][C:29]([NH:31][CH2:32][C:33]([O:16][N:17]1[C:22](=[O:23])[CH2:21][CH2:20][C:18]1=[O:19])=[O:34])=[O:30])([CH3:27])([CH3:26])[CH3:25]. The yield is 0.870.